This data is from Forward reaction prediction with 1.9M reactions from USPTO patents (1976-2016). The task is: Predict the product of the given reaction. (1) Given the reactants [F:1][C:2]1[CH:3]=[C:4]([CH:14]([NH:16][C:17]([C:19]2[N:20]=[C:21](Cl)[O:22][CH:23]=2)=[O:18])[CH3:15])[CH:5]=[C:6]([F:13])[C:7]=1[NH:8][S:9]([CH3:12])(=[O:11])=[O:10].[CH:25]([C:28]1[CH:29]=[C:30]([OH:34])[CH:31]=[CH:32][CH:33]=1)([CH3:27])[CH3:26], predict the reaction product. The product is: [F:1][C:2]1[CH:3]=[C:4]([CH:14]([NH:16][C:17]([C:19]2[N:20]=[C:21]([O:34][C:30]3[CH:31]=[CH:32][CH:33]=[C:28]([CH:25]([CH3:27])[CH3:26])[CH:29]=3)[O:22][CH:23]=2)=[O:18])[CH3:15])[CH:5]=[C:6]([F:13])[C:7]=1[NH:8][S:9]([CH3:12])(=[O:11])=[O:10]. (2) Given the reactants [C:1]1([CH3:10])[CH:6]=[CH:5][CH:4]=[C:3]([C:7]([OH:9])=O)[CH:2]=1.C(N1C=CN=C1)(N1C=CN=C1)=O.Cl.[NH2:24][CH2:25][C:26]1[CH:35]=[CH:34][CH:33]=[C:32]2[C:27]=1[C:28](=[O:45])[N:29]([CH:37]1[CH2:42][CH2:41][C:40](=[O:43])[NH:39][C:38]1=[O:44])[C:30]([CH3:36])=[N:31]2, predict the reaction product. The product is: [O:44]=[C:38]1[CH:37]([N:29]2[C:28](=[O:45])[C:27]3[C:32](=[CH:33][CH:34]=[CH:35][C:26]=3[CH2:25][NH:24][C:7](=[O:9])[C:3]3[CH:4]=[CH:5][CH:6]=[C:1]([CH3:10])[CH:2]=3)[N:31]=[C:30]2[CH3:36])[CH2:42][CH2:41][C:40](=[O:43])[NH:39]1. (3) Given the reactants [CH3:1][O:2][C:3]([C:5]1[C:6]([OH:30])=[C:7]2[C:12](=[C:13](Br)[N:14]=1)[N:11]([CH2:16][C:17]1[CH:22]=[CH:21][CH:20]=[CH:19][CH:18]=1)[C:10](=[O:23])[C:9]([C:24]1[CH:29]=[CH:28][CH:27]=[CH:26][CH:25]=1)=[CH:8]2)=[O:4].C([Sn](CCCC)(CCCC)[C:36]1[CH:37]=[N:38][CH:39]=[N:40][CH:41]=1)CCC.CCOC(C)=O.Cl, predict the reaction product. The product is: [CH3:1][O:2][C:3]([C:5]1[C:6]([OH:30])=[C:7]2[C:12](=[C:13]([C:36]3[CH:37]=[N:38][CH:39]=[N:40][CH:41]=3)[N:14]=1)[N:11]([CH2:16][C:17]1[CH:22]=[CH:21][CH:20]=[CH:19][CH:18]=1)[C:10](=[O:23])[C:9]([C:24]1[CH:29]=[CH:28][CH:27]=[CH:26][CH:25]=1)=[CH:8]2)=[O:4].